Dataset: Catalyst prediction with 721,799 reactions and 888 catalyst types from USPTO. Task: Predict which catalyst facilitates the given reaction. (1) Reactant: [C:1]1([N:7]([CH2:30][CH2:31][C:32]2[NH:36][N:35]=[N:34][N:33]=2)[C:8]([C:10]2[CH:29]=[CH:28][C:13]3[N:14]([CH3:27])[C:15]([CH2:17][NH:18][C:19]4[CH:24]=[CH:23][C:22]([C:25]#[N:26])=[CH:21][CH:20]=4)=[N:16][C:12]=3[CH:11]=2)=[O:9])[CH:6]=[CH:5][CH:4]=[CH:3][CH:2]=1.[ClH:37].C(=O)([O-])[O-].[NH4+:42].[NH4+]. Product: [ClH:37].[C:1]1([N:7]([CH2:30][CH2:31][C:32]2[NH:36][N:35]=[N:34][N:33]=2)[C:8]([C:10]2[CH:29]=[CH:28][C:13]3[N:14]([CH3:27])[C:15]([CH2:17][NH:18][C:19]4[CH:20]=[CH:21][C:22]([C:25](=[NH:42])[NH2:26])=[CH:23][CH:24]=4)=[N:16][C:12]=3[CH:11]=2)=[O:9])[CH:6]=[CH:5][CH:4]=[CH:3][CH:2]=1. The catalyst class is: 8. (2) Reactant: [S:1](Cl)([CH3:4])(=[O:3])=[O:2].[OH:6][CH:7]1[CH2:12][CH2:11][N:10]([C:13]([O:15][C:16]([CH3:19])([CH3:18])[CH3:17])=[O:14])[CH2:9][CH2:8]1.C(N(CC)CC)C. Product: [CH3:4][S:1]([O:6][CH:7]1[CH2:8][CH2:9][N:10]([C:13]([O:15][C:16]([CH3:19])([CH3:18])[CH3:17])=[O:14])[CH2:11][CH2:12]1)(=[O:3])=[O:2]. The catalyst class is: 4. (3) The catalyst class is: 9. Product: [Cl:1][C:2]1[CH:28]=[CH:27][C:5]([CH2:6][CH2:7][O:8][C:9]2[N:10]=[N:11][C:12]([C:18]3[CH:23]=[C:22]([Cl:24])[C:21]([OH:25])=[C:20]([Cl:26])[CH:19]=3)=[CH:13][C:14]=2[C:15]([NH:59][CH2:60][C:61]2[CH:62]=[CH:63][C:64]([NH:67][S:68]([CH3:71])(=[O:70])=[O:69])=[CH:65][CH:66]=2)=[O:16])=[CH:4][CH:3]=1. Reactant: [Cl:1][C:2]1[CH:28]=[CH:27][C:5]([CH2:6][CH2:7][O:8][C:9]2[N:10]=[N:11][C:12]([C:18]3[CH:23]=[C:22]([Cl:24])[C:21]([OH:25])=[C:20]([Cl:26])[CH:19]=3)=[CH:13][C:14]=2[C:15](O)=[O:16])=[CH:4][CH:3]=1.Cl.CN(C)CCCN=C=NCC.OC1C=CC=C[N+]=1[O-].C(N(CC)C(C)C)(C)C.Cl.[NH2:59][CH2:60][C:61]1[CH:66]=[CH:65][C:64]([NH:67][S:68]([CH3:71])(=[O:70])=[O:69])=[CH:63][CH:62]=1. (4) Reactant: [Cl:1][C:2]1[CH:17]=[CH:16][C:5]([CH2:6][N:7]2[CH:11]=[CH:10][CH:9]=[C:8]2[C:12]([O:14]C)=[O:13])=[CH:4][CH:3]=1. Product: [Cl:1][C:2]1[CH:3]=[CH:4][C:5]([CH2:6][N:7]2[CH:11]=[CH:10][CH:9]=[C:8]2[C:12]([OH:14])=[O:13])=[CH:16][CH:17]=1. The catalyst class is: 494. (5) Reactant: [CH3:1][C:2]1[O:6][N:5]=[C:4]([C:7]2[CH:12]=[CH:11][CH:10]=[CH:9][CH:8]=2)[C:3]=1[CH2:13][O:14][C:15]1[CH:23]=[CH:22][C:18]([C:19]([OH:21])=O)=[CH:17][N:16]=1.F[B-](F)(F)F.[N:29]1(OC(N(C)C)=[N+](C)C)[C:33]2C=CC=CC=2N=N1.C(N(CC)C(C)C)(C)C.CN. Product: [CH3:33][NH:29][C:19](=[O:21])[C:18]1[CH:22]=[CH:23][C:15]([O:14][CH2:13][C:3]2[C:4]([C:7]3[CH:8]=[CH:9][CH:10]=[CH:11][CH:12]=3)=[N:5][O:6][C:2]=2[CH3:1])=[N:16][CH:17]=1. The catalyst class is: 3.